From a dataset of Forward reaction prediction with 1.9M reactions from USPTO patents (1976-2016). Predict the product of the given reaction. (1) The product is: [CH3:1][O:2][CH2:3][CH2:4][CH2:5][CH2:6][C:7]1[CH:8]=[C:9]([CH2:10][OH:11])[CH:12]=[CH:13][CH:14]=1. Given the reactants [CH3:1][O:2][CH2:3][CH2:4][CH2:5][CH2:6][C:7]1[CH:8]=[C:9]([CH:12]=[CH:13][CH:14]=1)[CH:10]=[O:11].CO.[BH4-].[Na+].Cl, predict the reaction product. (2) Given the reactants [F:1][C:2]1[C:8]([N:9]2[CH2:13][CH2:12][CH2:11][CH2:10]2)=[CH:7][CH:6]=[C:5]([N+:14]([O-])=O)[C:3]=1[NH2:4], predict the reaction product. The product is: [F:1][C:2]1[C:8]([N:9]2[CH2:13][CH2:12][CH2:11][CH2:10]2)=[CH:7][CH:6]=[C:5]([NH2:14])[C:3]=1[NH2:4]. (3) Given the reactants [C:1]([C:3]1[CH:8]=[CH:7][C:6]([S:9](Cl)(=[O:11])=[O:10])=[CH:5][CH:4]=1)#[N:2].[CH2:13]([CH2:15][NH2:16])[OH:14], predict the reaction product. The product is: [C:1]([C:3]1[CH:8]=[CH:7][C:6]([S:9]([NH:16][CH2:15][CH2:13][OH:14])(=[O:11])=[O:10])=[CH:5][CH:4]=1)#[N:2]. (4) Given the reactants [O:1]=[C:2]1[CH2:11][C:10]2=[CH:12][N:13]([CH2:14][C:15]([O:17]CC)=[O:16])[C:8]3[C:9]2=[C:4]([CH:5]=[CH:6][CH:7]=3)[NH:3]1.[OH-].[Li+:21].Cl, predict the reaction product. The product is: [O:1]=[C:2]1[CH2:11][C:10]2=[CH:12][N:13]([CH2:14][C:15]([O-:17])=[O:16])[C:8]3[C:9]2=[C:4]([CH:5]=[CH:6][CH:7]=3)[NH:3]1.[Li+:21]. (5) Given the reactants [F:1][C:2]1[CH:11]=[C:10]2[C:5]([C:6]([NH:19][C:20]3[CH:21]=[C:22]([CH:26]=[C:27]([N:29]4[CH2:34][CH2:33][O:32][CH2:31][CH2:30]4)[CH:28]=3)[C:23](O)=[O:24])=[C:7]([CH3:18])[C:8]([C:12]3[CH:17]=[CH:16][CH:15]=[CH:14][N:13]=3)=[N:9]2)=[CH:4][CH:3]=1.C(Cl)CCl.[CH2:39]([NH2:41])[CH3:40].C1COCC1, predict the reaction product. The product is: [CH2:39]([NH:41][C:23](=[O:24])[C:22]1[CH:26]=[C:27]([N:29]2[CH2:30][CH2:31][O:32][CH2:33][CH2:34]2)[CH:28]=[C:20]([NH:19][C:6]2[C:5]3[C:10](=[CH:11][C:2]([F:1])=[CH:3][CH:4]=3)[N:9]=[C:8]([C:12]3[CH:17]=[CH:16][CH:15]=[CH:14][N:13]=3)[C:7]=2[CH3:18])[CH:21]=1)[CH3:40].